From a dataset of Full USPTO retrosynthesis dataset with 1.9M reactions from patents (1976-2016). Predict the reactants needed to synthesize the given product. (1) Given the product [O:70]1[CH2:71][CH2:72][CH2:73][CH2:74][CH:69]1[O:68][NH:67][C:29]([C:28]1[CH:32]=[CH:33][C:25]([CH2:24][NH:23][C:21]([C:14]2[CH:15]=[CH:16][C:17]3[CH2:19][NH:20][CH:8]([C:6]([O:5][CH2:48][CH2:43][CH2:44][CH3:45])=[O:7])[CH2:9][N:10]4[C:18]=3[C:13]=2[CH:12]=[CH:11]4)=[O:22])=[CH:26][CH:27]=1)=[O:30], predict the reactants needed to synthesize it. The reactants are: C([O:5][C:6]([CH:8]1[NH:20][CH2:19][C:17]2=[C:18]3[C:13](=[C:14]([C:21]([NH:23][CH2:24][C:25]4[CH:33]=[CH:32][C:28]([C:29](O)=[O:30])=[CH:27][CH:26]=4)=[O:22])[CH:15]=[CH:16]2)[CH:12]=[CH:11][N:10]3[CH2:9]1)=[O:7])(C)(C)C.CN(C(ON1N=N[C:44]2[CH:45]=CC=[CH:48][C:43]1=2)=[N+](C)C)C.F[P-](F)(F)(F)(F)F.CN(C1C=CC=CN=1)C.[NH2:67][O:68][CH:69]1[CH2:74][CH2:73][CH2:72][CH2:71][O:70]1.O1CCCCC1ON. (2) Given the product [F:1][C:2]1[C:3]([CH2:8][O:9][C:10]2[C:11]3[N:12]([C:17]([C:21]4[CH:22]=[N:23][N:24]([CH2:34][C:35]([CH3:40])([N+:37]([O-:39])=[O:38])[CH3:36])[CH:25]=4)=[C:18]([CH3:20])[N:19]=3)[CH:13]=[C:14]([CH3:16])[CH:15]=2)=[N:4][CH:5]=[CH:6][CH:7]=1, predict the reactants needed to synthesize it. The reactants are: [F:1][C:2]1[C:3]([CH2:8][O:9][C:10]2[C:11]3[N:12]([C:17]([C:21]4[CH:22]=[N:23][NH:24][CH:25]=4)=[C:18]([CH3:20])[N:19]=3)[CH:13]=[C:14]([CH3:16])[CH:15]=2)=[N:4][CH:5]=[CH:6][CH:7]=1.[H-].[Na+].FC(F)(F)S(O[CH2:34][C:35]([CH3:40])([N+:37]([O-:39])=[O:38])[CH3:36])(=O)=O. (3) Given the product [NH2:27][C@H:5]1[C@@H:6]2[C@@:2]([CH3:1])([CH2:7]2)[C@@H:3]([C:9]([O:11][CH2:12][CH3:13])=[O:10])[CH2:4]1.[NH2:27][C@@H:18]1[C@H:19]2[C@:15]([CH3:14])([CH2:20]2)[C@H:16]([C:22]([O:24][CH2:25][CH3:26])=[O:23])[CH2:17]1, predict the reactants needed to synthesize it. The reactants are: [CH3:1][C@@:2]12[CH2:7][C@@H:6]1[C:5](=O)[CH2:4][C@@H:3]2[C:9]([O:11][CH2:12][CH3:13])=[O:10].[CH3:14][C@:15]12[CH2:20][C@H:19]1[C:18](=O)[CH2:17][C@H:16]2[C:22]([O:24][CH2:25][CH3:26])=[O:23].[NH3:27].[BH4-].[Na+].[NH4+].[OH-].